Task: Predict which catalyst facilitates the given reaction.. Dataset: Catalyst prediction with 721,799 reactions and 888 catalyst types from USPTO (1) Reactant: [CH2:1]([O:8][CH2:9][CH2:10][OH:11])[C:2]1[CH:7]=[CH:6][CH:5]=[CH:4][CH:3]=1.C(N(CC)CC)C.[CH3:19][S:20](Cl)(=[O:22])=[O:21]. The catalyst class is: 1. Product: [CH3:19][S:20]([O:11][CH2:10][CH2:9][O:8][CH2:1][C:2]1[CH:7]=[CH:6][CH:5]=[CH:4][CH:3]=1)(=[O:22])=[O:21]. (2) Reactant: [N:1]1([C:13]([O:15][C:16]([CH3:19])([CH3:18])[CH3:17])=[O:14])[CH2:6][CH2:5][CH:4]([CH:7]2[CH2:12][CH2:11][NH:10][CH2:9][CH2:8]2)[CH2:3][CH2:2]1.C(N(CC)CC)C.[Cl:27][C:28]1[N:32]=[C:31](Cl)[S:30][N:29]=1. Product: [C:16]([O:15][C:13]([N:1]1[CH2:6][CH2:5][CH:4]([CH:7]2[CH2:12][CH2:11][N:10]([C:31]3[S:30][N:29]=[C:28]([Cl:27])[N:32]=3)[CH2:9][CH2:8]2)[CH2:3][CH2:2]1)=[O:14])([CH3:19])([CH3:18])[CH3:17]. The catalyst class is: 1.